From a dataset of Full USPTO retrosynthesis dataset with 1.9M reactions from patents (1976-2016). Predict the reactants needed to synthesize the given product. (1) Given the product [Cl:12][C:3]1[C:2]([NH:1][S:25]([C:21]2[CH:22]=[CH:23][CH:24]=[C:19]([CH3:14])[CH:20]=2)(=[O:27])=[O:26])=[CH:11][C:6]([C:7]([O:9][CH3:10])=[O:8])=[CH:5][N:4]=1, predict the reactants needed to synthesize it. The reactants are: [NH2:1][C:2]1[C:3]([Cl:12])=[N:4][CH:5]=[C:6]([CH:11]=1)[C:7]([O:9][CH3:10])=[O:8].N1C=CC=C[CH:14]=1.[CH:19]1[CH:24]=[CH:23][CH:22]=[C:21]([S:25](Cl)(=[O:27])=[O:26])[CH:20]=1. (2) Given the product [Cl:34][C:28]1[CH:29]=[C:30]([Cl:33])[CH:31]=[CH:32][C:27]=1[C:24]1[CH:23]=[CH:22][C:21]([CH2:20][C:12]2([S:9]([C:6]3[CH:7]=[CH:8][C:3]([O:2][CH3:1])=[CH:4][CH:5]=3)(=[O:10])=[O:11])[S:16][C:15](=[O:17])[NH:14][C:13]2=[O:18])=[CH:26][CH:25]=1, predict the reactants needed to synthesize it. The reactants are: [CH3:1][O:2][C:3]1[CH:8]=[CH:7][C:6]([S:9]([CH:12]2[S:16][C:15](=[O:17])[NH:14][C:13]2=[O:18])(=[O:11])=[O:10])=[CH:5][CH:4]=1.Br[CH2:20][C:21]1[CH:26]=[CH:25][C:24]([C:27]2[CH:32]=[CH:31][C:30]([Cl:33])=[CH:29][C:28]=2[Cl:34])=[CH:23][CH:22]=1. (3) Given the product [N+:23]([C:24]1[CH:30]=[C:29]2[C:28]([CH2:35][CH2:34][CH2:33]2)=[CH:27][C:25]=1[NH:26][C:10](=[O:11])[CH3:12])([O-:36])=[O:39], predict the reactants needed to synthesize it. The reactants are: OO.C(O[C:10]([C:12](F)(F)F)=[O:11])(C(F)(F)F)=O.CN(C)CCNC1N=[N+:23]([O-:36])[C:24]2[CH:30]=[C:29]3CC[CH2:33][CH2:34][CH2:35][C:28]3=[CH:27][C:25]=2[N:26]=1.C(O)(C(F)(F)F)=[O:39]. (4) Given the product [OH:6][C:7]1[CH:18]=[CH:17][C:10]2[O:11][CH:12]([CH3:16])[C:13](=[O:15])[NH:14][C:9]=2[CH:8]=1, predict the reactants needed to synthesize it. The reactants are: B(Br)(Br)Br.C[O:6][C:7]1[CH:18]=[CH:17][C:10]2[O:11][CH:12]([CH3:16])[C:13](=[O:15])[NH:14][C:9]=2[CH:8]=1. (5) Given the product [NH2:1][C:2]1[N:3]=[CH:4][C:5]([C:6]([NH:32][CH2:33][CH2:34][CH2:35][CH2:36][CH2:37][C:38]([O:40][CH3:41])=[O:39])=[O:7])=[CH:9][C:10]=1[C:11]1[S:12][C:13]2[CH:19]=[CH:18][C:17]([NH:20][C:21]([NH:23][C:24]3[CH:29]=[CH:28][CH:27]=[C:26]([CH3:30])[CH:25]=3)=[O:22])=[CH:16][C:14]=2[CH:15]=1, predict the reactants needed to synthesize it. The reactants are: [NH2:1][C:2]1[C:10]([C:11]2[S:12][C:13]3[CH:19]=[CH:18][C:17]([NH:20][C:21]([NH:23][C:24]4[CH:29]=[CH:28][CH:27]=[C:26]([CH3:30])[CH:25]=4)=[O:22])=[CH:16][C:14]=3[CH:15]=2)=[CH:9][C:5]([C:6](O)=[O:7])=[CH:4][N:3]=1.Cl.[NH2:32][CH2:33][CH2:34][CH2:35][CH2:36][CH2:37][C:38]([O:40][CH3:41])=[O:39].CCN=C=NCCCN(C)C.Cl. (6) The reactants are: [C:1]1([CH:8]=[CH:7][CH:6]=[C:4]([OH:5])[CH:3]=1)[OH:2].[CH2:9](Cl)[C:10]1[CH:15]=[CH:14][CH:13]=[CH:12][CH:11]=1.C([O-])([O-])=O.[K+].[K+]. Given the product [C:10]1([CH2:9][O:2][C:1]2[CH:3]=[C:4]([OH:5])[CH:6]=[CH:7][CH:8]=2)[CH:15]=[CH:14][CH:13]=[CH:12][CH:11]=1, predict the reactants needed to synthesize it.